From a dataset of Full USPTO retrosynthesis dataset with 1.9M reactions from patents (1976-2016). Predict the reactants needed to synthesize the given product. (1) Given the product [F:1][C:2]1[CH:3]=[CH:4][C:5]([C:8](=[O:12])[CH2:9][C:10](=[NH:11])[NH:19][C:18]2[CH:20]=[CH:21][C:15]([O:14][CH3:13])=[CH:16][CH:17]=2)=[CH:6][CH:7]=1, predict the reactants needed to synthesize it. The reactants are: [F:1][C:2]1[CH:7]=[CH:6][C:5]([C:8](=[O:12])[CH2:9][C:10]#[N:11])=[CH:4][CH:3]=1.[CH3:13][O:14][C:15]1[CH:21]=[CH:20][C:18]([NH2:19])=[CH:17][CH:16]=1. (2) Given the product [Cl:22][C:20]1[CH:19]=[CH:18][C:14]2[C:15](=[O:16])[NH:1][C:2]3[CH:7]=[C:6]([C:8]([F:11])([F:10])[F:9])[CH:5]=[CH:4][C:3]=3[NH:12][C:13]=2[CH:21]=1, predict the reactants needed to synthesize it. The reactants are: [NH2:1][C:2]1[CH:7]=[C:6]([C:8]([F:11])([F:10])[F:9])[CH:5]=[CH:4][C:3]=1[NH:12][C:13]1[CH:21]=[C:20]([Cl:22])[CH:19]=[CH:18][C:14]=1[C:15](O)=[O:16].S(O)(C1C=CC(C)=CC=1)(=O)=O.O. (3) Given the product [CH3:27][O:26][C:12]1[CH:11]=[C:10]([CH:15]=[CH:14][C:13]=1[O:16][CH2:17][C:18]1[CH:19]=[N:20][C:21]([O:24][CH3:25])=[CH:22][CH:23]=1)[CH2:9][N:6]1[C:5]2[CH:28]=[CH:29][C:2]([N:31]3[CH2:30][C:33]4([CH2:34][CH2:35][N:36]([C:39]([O:41][C:42]([CH3:45])([CH3:44])[CH3:43])=[O:40])[CH2:37][CH2:38]4)[CH2:32]3)=[CH:3][C:4]=2[N:8]=[CH:7]1, predict the reactants needed to synthesize it. The reactants are: I[C:2]1[CH:29]=[CH:28][C:5]2[N:6]([CH2:9][C:10]3[CH:15]=[CH:14][C:13]([O:16][CH2:17][C:18]4[CH:19]=[N:20][C:21]([O:24][CH3:25])=[CH:22][CH:23]=4)=[C:12]([O:26][CH3:27])[CH:11]=3)[CH:7]=[N:8][C:4]=2[CH:3]=1.[CH2:30]1[C:33]2([CH2:38][CH2:37][N:36]([C:39]([O:41][C:42]([CH3:45])([CH3:44])[CH3:43])=[O:40])[CH2:35][CH2:34]2)[CH2:32][NH:31]1.C(=O)([O-])[O-].[K+].[K+].N1CCC[C@H]1C(O)=O. (4) Given the product [F:31][C:32]1[CH:33]=[CH:34][C:35]([CH2:38][O:39][C:40]2[CH:48]=[CH:47][C:46]([C:49]3[CH:50]=[N:51][N:52]([CH2:54][CH2:55][N:56]4[CH2:61][CH2:60][O:59][CH2:58][CH2:57]4)[CH:53]=3)=[CH:45][C:41]=2[C:42]([NH:7][C:6]2[C:2]([CH3:1])=[N:3][O:4][CH:5]=2)=[O:43])=[CH:36][CH:37]=1, predict the reactants needed to synthesize it. The reactants are: [CH3:1][C:2]1[C:6]([NH2:7])=[CH:5][O:4][N:3]=1.ON1C2N=CC=CC=2N=N1.C(Cl)CCl.C(N(C(C)C)CC)(C)C.[F:31][C:32]1[CH:37]=[CH:36][C:35]([CH2:38][O:39][C:40]2[CH:48]=[CH:47][C:46]([C:49]3[CH:50]=[N:51][N:52]([CH2:54][CH2:55][N:56]4[CH2:61][CH2:60][O:59][CH2:58][CH2:57]4)[CH:53]=3)=[CH:45][C:41]=2[C:42](O)=[O:43])=[CH:34][CH:33]=1. (5) Given the product [I:38][CH2:12][CH2:11][CH2:10][CH2:9][CH2:8][CH2:7][C:1]1[CH:6]=[CH:5][CH:4]=[CH:3][CH:2]=1, predict the reactants needed to synthesize it. The reactants are: [C:1]1([CH2:7][CH2:8][CH2:9][CH2:10][CH2:11][CH2:12]O)[CH:6]=[CH:5][CH:4]=[CH:3][CH:2]=1.C1C=CC(P(C2C=CC=CC=2)C2C=CC=CC=2)=CC=1.N1C=CN=C1.[I:38]I. (6) The reactants are: [C:1]([O:5][C:6](=[O:13])[NH:7][C@@H:8]([CH3:12])[C:9]([NH2:11])=O)([CH3:4])([CH3:3])[CH3:2].N1C(Cl)=NC(Cl)=NC=1Cl.O. Given the product [C:1]([O:5][C:6](=[O:13])[NH:7][C@H:8]([C:9]#[N:11])[CH3:12])([CH3:2])([CH3:3])[CH3:4], predict the reactants needed to synthesize it.